Task: Predict the reactants needed to synthesize the given product.. Dataset: Full USPTO retrosynthesis dataset with 1.9M reactions from patents (1976-2016) (1) Given the product [CH3:13][N:9]([CH2:10][CH2:11][CH3:12])[C:7](=[O:8])[C:6]1[CH:5]=[C:4]([CH:16]=[C:15]([C:17]([C:19]2[CH:20]=[N:21][CH:22]=[CH:23][CH:24]=2)=[O:18])[CH:14]=1)[C:3]([OH:25])=[O:2], predict the reactants needed to synthesize it. The reactants are: C[O:2][C:3](=[O:25])[C:4]1[CH:16]=[C:15]([C:17]([C:19]2[CH:20]=[N:21][CH:22]=[CH:23][CH:24]=2)=[O:18])[CH:14]=[C:6]([C:7]([N:9]([CH3:13])[CH2:10][CH2:11][CH3:12])=[O:8])[CH:5]=1.[OH-].[Na+]. (2) Given the product [N:21]([CH2:11][C:9]1[CH:8]=[CH:7][N:6]2[C:2]([Cl:1])=[C:3]([C:13]([C:15]3[CH:20]=[CH:19][CH:18]=[CH:17][CH:16]=3)=[O:14])[N:4]=[C:5]2[CH:10]=1)=[N+:22]=[N-:23], predict the reactants needed to synthesize it. The reactants are: [Cl:1][C:2]1[N:6]2[CH:7]=[CH:8][C:9]([CH2:11]Cl)=[CH:10][C:5]2=[N:4][C:3]=1[C:13]([C:15]1[CH:20]=[CH:19][CH:18]=[CH:17][CH:16]=1)=[O:14].[N-:21]=[N+:22]=[N-:23].[Na+].C1OCCOCCOCCOCCOC1. (3) Given the product [C:19]([N:16]1[C:17]2[C:13](=[CH:12][CH:11]=[C:10]([NH:9][C:7](=[O:8])[C:6]3[CH:26]=[C:2]([NH:1][S:47]([CH3:46])(=[O:49])=[O:48])[CH:3]=[CH:4][C:5]=3[NH:27][C:28](=[O:39])[C:29]3[CH:30]=[CH:31][C:32]([C:35]([CH3:38])([CH3:37])[CH3:36])=[CH:33][CH:34]=3)[CH:18]=2)[CH:14]=[N:15]1)([O:21][C:22]([CH3:25])([CH3:24])[CH3:23])=[O:20], predict the reactants needed to synthesize it. The reactants are: [NH2:1][C:2]1[CH:3]=[CH:4][C:5]([NH:27][C:28](=[O:39])[C:29]2[CH:34]=[CH:33][C:32]([C:35]([CH3:38])([CH3:37])[CH3:36])=[CH:31][CH:30]=2)=[C:6]([CH:26]=1)[C:7]([NH:9][C:10]1[CH:18]=[C:17]2[C:13]([CH:14]=[N:15][N:16]2[C:19]([O:21][C:22]([CH3:25])([CH3:24])[CH3:23])=[O:20])=[CH:12][CH:11]=1)=[O:8].N1C=CC=CC=1.[CH3:46][S:47](Cl)(=[O:49])=[O:48]. (4) Given the product [NH2:15][C:13]1[NH:12][N:11]=[C:10]([NH:9][C:5]2[CH:6]=[C:7]([Cl:8])[C:2]([C:25]3[CH:30]=[CH:29][C:28]([S:31]([NH2:34])(=[O:33])=[O:32])=[CH:27][CH:26]=3)=[C:3]([Cl:16])[CH:4]=2)[N:14]=1, predict the reactants needed to synthesize it. The reactants are: Br[C:2]1[C:7]([Cl:8])=[CH:6][C:5]([NH:9][C:10]2[N:14]=[C:13]([NH2:15])[NH:12][N:11]=2)=[CH:4][C:3]=1[Cl:16].CC1(C)C(C)(C)OB([C:25]2[CH:30]=[CH:29][C:28]([S:31]([NH2:34])(=[O:33])=[O:32])=[CH:27][CH:26]=2)O1.